This data is from NCI-60 drug combinations with 297,098 pairs across 59 cell lines. The task is: Regression. Given two drug SMILES strings and cell line genomic features, predict the synergy score measuring deviation from expected non-interaction effect. (1) Drug 1: CCC1(CC2CC(C3=C(CCN(C2)C1)C4=CC=CC=C4N3)(C5=C(C=C6C(=C5)C78CCN9C7C(C=CC9)(C(C(C8N6C=O)(C(=O)OC)O)OC(=O)C)CC)OC)C(=O)OC)O.OS(=O)(=O)O. Drug 2: C1C(C(OC1N2C=NC3=C2NC=NCC3O)CO)O. Cell line: HCT116. Synergy scores: CSS=7.57, Synergy_ZIP=-0.352, Synergy_Bliss=3.31, Synergy_Loewe=1.39, Synergy_HSA=4.66. (2) Drug 1: C1=C(C(=O)NC(=O)N1)N(CCCl)CCCl. Drug 2: C1=NC(=NC(=O)N1C2C(C(C(O2)CO)O)O)N. Cell line: UACC-257. Synergy scores: CSS=-1.54, Synergy_ZIP=-2.05, Synergy_Bliss=-2.96, Synergy_Loewe=-7.43, Synergy_HSA=-7.01. (3) Drug 1: C1CC(C1)(C(=O)O)C(=O)O.[NH2-].[NH2-].[Pt+2]. Drug 2: B(C(CC(C)C)NC(=O)C(CC1=CC=CC=C1)NC(=O)C2=NC=CN=C2)(O)O. Cell line: OVCAR-5. Synergy scores: CSS=51.2, Synergy_ZIP=-2.63, Synergy_Bliss=-1.40, Synergy_Loewe=-1.23, Synergy_HSA=-1.15. (4) Drug 1: C1=CN(C=N1)CC(O)(P(=O)(O)O)P(=O)(O)O. Drug 2: CC1=C(C(=O)C2=C(C1=O)N3CC4C(C3(C2COC(=O)N)OC)N4)N. Cell line: HL-60(TB). Synergy scores: CSS=48.7, Synergy_ZIP=-0.181, Synergy_Bliss=2.73, Synergy_Loewe=-28.8, Synergy_HSA=5.84.